From a dataset of Peptide-MHC class I binding affinity with 185,985 pairs from IEDB/IMGT. Regression. Given a peptide amino acid sequence and an MHC pseudo amino acid sequence, predict their binding affinity value. This is MHC class I binding data. (1) The peptide sequence is CGDGRRRVY. The MHC is HLA-A02:01 with pseudo-sequence HLA-A02:01. The binding affinity (normalized) is 0. (2) The peptide sequence is PYLEQASRI. The MHC is H-2-Kd with pseudo-sequence H-2-Kd. The binding affinity (normalized) is 0.524. (3) The peptide sequence is QQLEADYTF. The MHC is HLA-A69:01 with pseudo-sequence HLA-A69:01. The binding affinity (normalized) is 0.0847. (4) The peptide sequence is DEIMRMCHE. The MHC is H-2-Db with pseudo-sequence H-2-Db. The binding affinity (normalized) is 0. (5) The MHC is HLA-A11:01 with pseudo-sequence HLA-A11:01. The peptide sequence is IMEIVSHLR. The binding affinity (normalized) is 0.502. (6) The peptide sequence is ILLIPLSL. The MHC is H-2-Kb with pseudo-sequence H-2-Kb. The binding affinity (normalized) is 0.672. (7) The peptide sequence is GLFDFVNFV. The MHC is HLA-A11:01 with pseudo-sequence HLA-A11:01. The binding affinity (normalized) is 0.138.